Dataset: Forward reaction prediction with 1.9M reactions from USPTO patents (1976-2016). Task: Predict the product of the given reaction. (1) Given the reactants [CH3:1][O:2][C:3]1[CH:4]=[C:5]([CH:21]=[CH:22][C:23]=1[O:24][CH3:25])[CH2:6][CH:7]1[C:16]2[C:11](=[C:12]([O:19][CH3:20])[CH:13]=[CH:14][C:15]=2[O:17][CH3:18])[CH2:10][CH2:9][NH:8]1.Br[CH2:27][C:28](Br)=[O:29].[CH3:31][O:32][C:33]1[CH:40]=[CH:39][CH:38]=[CH:37][C:34]=1[CH2:35][NH2:36], predict the reaction product. The product is: [CH3:1][O:2][C:3]1[CH:4]=[C:5]([CH:21]=[CH:22][C:23]=1[O:24][CH3:25])[CH2:6][CH:7]1[C:16]2[C:11](=[C:12]([O:19][CH3:20])[CH:13]=[CH:14][C:15]=2[O:17][CH3:18])[CH2:10][CH2:9][N:8]1[CH2:27][C:28]([NH:36][CH2:35][C:34]1[CH:37]=[CH:38][CH:39]=[CH:40][C:33]=1[O:32][CH3:31])=[O:29]. (2) Given the reactants [CH:1]1([C:4]2[C:5]([N:24]3[CH2:29][CH2:28][N:27]([C:30]([O:32][C:33]([CH3:36])([CH3:35])[CH3:34])=[O:31])[CH2:26][CH2:25]3)=[C:6]3[C:12]([C:13]#[CH:14])=[N:11][N:10]([CH2:15][C:16]4[CH:21]=[CH:20][C:19]([O:22][CH3:23])=[CH:18][CH:17]=4)[C:7]3=[N:8][CH:9]=2)[CH2:3][CH2:2]1, predict the reaction product. The product is: [CH:1]1([C:4]2[C:5]([N:24]3[CH2:29][CH2:28][N:27]([C:30]([O:32][C:33]([CH3:34])([CH3:36])[CH3:35])=[O:31])[CH2:26][CH2:25]3)=[C:6]3[C:12]([CH2:13][CH3:14])=[N:11][N:10]([CH2:15][C:16]4[CH:17]=[CH:18][C:19]([O:22][CH3:23])=[CH:20][CH:21]=4)[C:7]3=[N:8][CH:9]=2)[CH2:3][CH2:2]1.